Dataset: Full USPTO retrosynthesis dataset with 1.9M reactions from patents (1976-2016). Task: Predict the reactants needed to synthesize the given product. (1) Given the product [Br:25][C:26]1[CH:27]=[C:28]2[C:33](=[CH:34][CH:35]=1)[N:32]=[C:31]([NH:36][C:37]([CH3:38])([CH3:40])[CH3:39])[C:30]([CH:41]([OH:42])[CH2:13][C:14]1[CH:19]=[C:18]([CH2:20][C:21]([CH3:24])([CH3:23])[CH3:22])[N:17]=[CH:16][N:15]=1)=[CH:29]2, predict the reactants needed to synthesize it. The reactants are: C([Li])CCC.C(NC(C)C)(C)C.[CH3:13][C:14]1[CH:19]=[C:18]([CH2:20][C:21]([CH3:24])([CH3:23])[CH3:22])[N:17]=[CH:16][N:15]=1.[Br:25][C:26]1[CH:27]=[C:28]2[C:33](=[CH:34][CH:35]=1)[N:32]=[C:31]([NH:36][C:37]([CH3:40])([CH3:39])[CH3:38])[C:30]([CH:41]=[O:42])=[CH:29]2. (2) Given the product [Br:1][C:2]1[CH:9]=[CH:8][C:5]([CH2:6][N:12]2[C:13](=[O:15])[CH2:14][O:10][C:11]2=[O:16])=[CH:4][CH:3]=1, predict the reactants needed to synthesize it. The reactants are: [Br:1][C:2]1[CH:9]=[CH:8][C:5]([CH2:6]Br)=[CH:4][CH:3]=1.[O:10]1[CH2:14][C:13](=[O:15])[NH:12][C:11]1=[O:16].CN(C)C(N(C)C)=N.C(OCC)(=O)C. (3) Given the product [Cl:23][C:18]1[CH:17]=[C:16]([NH:15][C:13](=[O:14])[N:12]([CH:8]2[CH2:9][C:10]3[CH:11]=[C:2]([NH:1][C:37]([NH:36][CH2:34][CH3:35])=[O:38])[CH:3]=[CH:4][C:5]=3[CH2:6][CH2:7]2)[CH2:24][CH2:25][CH2:26][N:27]2[CH2:28][CH2:29][N:30]([CH3:33])[CH2:31][CH2:32]2)[CH:21]=[CH:20][C:19]=1[F:22], predict the reactants needed to synthesize it. The reactants are: [NH2:1][C:2]1[CH:11]=[C:10]2[C:5]([CH2:6][CH2:7][CH:8]([N:12]([CH2:24][CH2:25][CH2:26][N:27]3[CH2:32][CH2:31][N:30]([CH3:33])[CH2:29][CH2:28]3)[C:13]([NH:15][C:16]3[CH:21]=[CH:20][C:19]([F:22])=[C:18]([Cl:23])[CH:17]=3)=[O:14])[CH2:9]2)=[CH:4][CH:3]=1.[CH2:34]([N:36]=[C:37]=[O:38])[CH3:35]. (4) Given the product [NH2:8][CH2:9][C:10]1[CH:11]=[C:12]([C:16]2[N:21]=[C:20]([C:22]([NH:24][C:25]3[CH:30]=[CH:29][CH:28]=[CH:27][C:26]=3[CH2:31][C:32]([OH:34])=[O:33])=[O:23])[CH:19]=[C:18]([NH:46][CH2:45][C@@H:41]3[CH2:42][CH2:43][CH2:44][O:40]3)[CH:17]=2)[CH:13]=[CH:14][CH:15]=1, predict the reactants needed to synthesize it. The reactants are: C(OC([NH:8][CH2:9][C:10]1[CH:11]=[C:12]([C:16]2[N:21]=[C:20]([C:22]([NH:24][C:25]3[CH:30]=[CH:29][CH:28]=[CH:27][C:26]=3[CH2:31][C:32]([O:34]C(C)(C)C)=[O:33])=[O:23])[CH:19]=[C:18](Cl)[CH:17]=2)[CH:13]=[CH:14][CH:15]=1)=O)(C)(C)C.[O:40]1[CH2:44][CH2:43][CH2:42][C@H:41]1[CH2:45][NH2:46]. (5) Given the product [F:32][C:8]1[CH:9]=[C:10]([O:13][CH2:14][C:15]2[CH:20]=[CH:19][C:18]([CH2:21][OH:22])=[C:17]([O:30][CH3:31])[CH:16]=2)[CH:11]=[CH:12][C:7]=1[CH2:6][CH2:5][C:4]([O:3][CH2:1][CH3:2])=[O:33], predict the reactants needed to synthesize it. The reactants are: [CH2:1]([O:3][C:4](=[O:33])[CH2:5][CH2:6][C:7]1[CH:12]=[CH:11][C:10]([O:13][CH2:14][C:15]2[CH:20]=[CH:19][C:18]([C:21](C)(C)[O:22][SiH2]C(C)(C)C)=[C:17]([O:30][CH3:31])[CH:16]=2)=[CH:9][C:8]=1[F:32])[CH3:2].[F-].C([N+](CCCC)(CCCC)CCCC)CCC.